This data is from Reaction yield outcomes from USPTO patents with 853,638 reactions. The task is: Predict the reaction yield, written as a fraction of the theoretical maximum amount of product (1.0 means a 100% yield; for example, 0.34 means a 34% yield). (1) The reactants are C(OC([N:8]1[C@@H:13]([CH2:14][O:15][Si](C(C)(C)C)(C2C=CC=CC=2)C2C=CC=CC=2)[CH2:12][O:11][C@@H:10]([C:33]2[N:37]3[CH:38]=[CH:39][N:40]=[C:41]([NH:42]CC4C=CC(OC)=CC=4OC)[C:36]3=[C:35]([C:54]3[CH:59]=[CH:58][C:57]([C:60](=[O:72])[NH:61][C:62]4[CH:67]=[C:66]([C:68]([F:71])([F:70])[F:69])[CH:65]=[CH:64][N:63]=4)=[CH:56][CH:55]=3)[N:34]=2)[CH2:9]1)=O)(C)(C)C. The catalyst is C(O)(C(F)(F)F)=O.O. The product is [NH2:42][C:41]1[C:36]2[N:37]([C:33]([C@@H:10]3[O:11][CH2:12][C@H:13]([CH2:14][OH:15])[NH:8][CH2:9]3)=[N:34][C:35]=2[C:54]2[CH:59]=[CH:58][C:57]([C:60]([NH:61][C:62]3[CH:67]=[C:66]([C:68]([F:69])([F:71])[F:70])[CH:65]=[CH:64][N:63]=3)=[O:72])=[CH:56][CH:55]=2)[CH:38]=[CH:39][N:40]=1. The yield is 0.800. (2) The reactants are [Cl:1][C:2]1[CH:21]=[C:20]([Cl:22])[CH:19]=[CH:18][C:3]=1[O:4][CH2:5][C:6]([NH:8][C:9]1[CH:10]=[C:11]([CH:15]=[CH:16][N:17]=1)[C:12]([OH:14])=O)=[O:7].[CH2:23]([NH2:29])[C:24]1[O:28][CH:27]=[CH:26][CH:25]=1.C1CN([P+](ON2N=NC3C=CC=CC2=3)(N2CCCC2)N2CCCC2)CC1.F[P-](F)(F)(F)(F)F.CO. The catalyst is CN(C1C=CN=CC=1)C.CN(C=O)C. The product is [Cl:1][C:2]1[CH:21]=[C:20]([Cl:22])[CH:19]=[CH:18][C:3]=1[O:4][CH2:5][C:6]([NH:8][C:9]1[CH:10]=[C:11]([CH:15]=[CH:16][N:17]=1)[C:12]([NH:29][CH2:23][C:24]1[O:28][CH:27]=[CH:26][CH:25]=1)=[O:14])=[O:7]. The yield is 0.253. (3) The reactants are Br[C:2]1[CH:3]=[C:4]([CH:9]=[CH:10][N:11]=1)[C:5]([O:7][CH3:8])=[O:6].[F:12][C:13]1[CH:14]=[C:15](B(O)O)[CH:16]=[C:17]([F:20])[C:18]=1[F:19].C(=O)([O-])[O-].[K+].[K+]. The catalyst is CO.C(Cl)Cl.Cl[Pd]Cl. The product is [F:12][C:13]1[CH:14]=[C:15]([C:2]2[CH:3]=[C:4]([CH:9]=[CH:10][N:11]=2)[C:5]([O:7][CH3:8])=[O:6])[CH:16]=[C:17]([F:20])[C:18]=1[F:19]. The yield is 0.520. (4) The reactants are [F:1][C:2]1[CH:7]=[CH:6][C:5]([NH:8][C:9]([C:11]2([C:14]([NH:16][C:17]3[CH:22]=[CH:21][C:20]([O:23][C:24]4[C:33]5[C:28](=[CH:29][C:30]([O:35][CH3:36])=[C:31]([OH:34])[CH:32]=5)[N:27]=[CH:26][N:25]=4)=[C:19]([F:37])[CH:18]=3)=[O:15])[CH2:13][CH2:12]2)=[O:10])=[CH:4][CH:3]=1.C1C=CC(P(C2C=CC=CC=2)C2C=CC=CC=2)=CC=1.[N:57]1([CH2:63][CH2:64][CH2:65]O)[CH2:62][CH2:61][O:60][CH2:59][CH2:58]1.CCOC(/N=N/C(OCC)=O)=O. The catalyst is C(Cl)Cl. The product is [F:1][C:2]1[CH:3]=[CH:4][C:5]([NH:8][C:9]([C:11]2([C:14]([NH:16][C:17]3[CH:22]=[CH:21][C:20]([O:23][C:24]4[C:33]5[C:28](=[CH:29][C:30]([O:35][CH3:36])=[C:31]([O:34][CH2:65][CH2:64][CH2:63][N:57]6[CH2:62][CH2:61][O:60][CH2:59][CH2:58]6)[CH:32]=5)[N:27]=[CH:26][N:25]=4)=[C:19]([F:37])[CH:18]=3)=[O:15])[CH2:13][CH2:12]2)=[O:10])=[CH:6][CH:7]=1. The yield is 0.100. (5) The reactants are [CH3:1][O:2][C:3]([C:5]1[C:6]2[CH:7]=[CH:8][N:9]([CH:16]([CH3:18])[CH3:17])[C:10]=2[CH:11]=[C:12]([O:14]C)[CH:13]=1)=[O:4].[Cl-].[Al+3].[Cl-].[Cl-]. The catalyst is C1(C)C=CC=CC=1.O. The product is [CH3:1][O:2][C:3]([C:5]1[C:6]2[CH:7]=[CH:8][N:9]([CH:16]([CH3:18])[CH3:17])[C:10]=2[CH:11]=[C:12]([OH:14])[CH:13]=1)=[O:4]. The yield is 0.830. (6) The reactants are [CH3:1][O:2][C:3]1[CH:8]=[CH:7][C:6]([C:9]2[CH:14]=[CH:13][NH:12][C:11](=[O:15])[CH:10]=2)=[CH:5][CH:4]=1.Br[C:17]1[CH:25]=[C:24]2[C:20]([C:21]3[CH2:30][CH2:29][N:28]([C:31]([O:33][C:34]([CH3:37])([CH3:36])[CH3:35])=[O:32])[CH2:27][C:22]=3[N:23]2[CH3:26])=[CH:19][CH:18]=1.OC1C=CC=C2C=1N=CC=C2.C([O-])([O-])=O.[Cs+].[Cs+]. The catalyst is CS(C)=O.[Cu]I. The product is [CH3:1][O:2][C:3]1[CH:8]=[CH:7][C:6]([C:9]2[CH:14]=[CH:13][N:12]([C:17]3[CH:25]=[C:24]4[C:20]([C:21]5[CH2:30][CH2:29][N:28]([C:31]([O:33][C:34]([CH3:37])([CH3:36])[CH3:35])=[O:32])[CH2:27][C:22]=5[N:23]4[CH3:26])=[CH:19][CH:18]=3)[C:11](=[O:15])[CH:10]=2)=[CH:5][CH:4]=1. The yield is 0.400. (7) The reactants are [F:1][CH:2]([F:11])[C:3]([C:5]1[CH:10]=[CH:9][CH:8]=[CH:7][CH:6]=1)=[O:4].Br[C:13]1[CH:18]=[CH:17][C:16]([O:19][CH3:20])=[CH:15][CH:14]=1.ClC1C=CC(OC)=CC=1. No catalyst specified. The product is [F:1][C:2]([F:11])([C:13]1[CH:18]=[CH:17][C:16]([O:19][CH3:20])=[CH:15][CH:14]=1)[C:3]([C:5]1[CH:6]=[CH:7][CH:8]=[CH:9][CH:10]=1)=[O:4]. The yield is 0.840. (8) The reactants are [OH:1][C:2]1[CH:9]=[CH:8][C:5]([CH:6]=O)=[CH:4][C:3]=1[CH3:10].[NH:11]1[CH2:16][CH2:15][CH2:14][CH2:13][CH2:12]1.[BH3-]C#N.[Na+]. The catalyst is CO. The product is [CH3:10][C:3]1[CH:4]=[C:5]([CH2:6][N:11]2[CH2:16][CH2:15][CH2:14][CH2:13][CH2:12]2)[CH:8]=[CH:9][C:2]=1[OH:1]. The yield is 0.480. (9) The reactants are [Cl:1][CH2:2][CH2:3][CH2:4][C:5]([C:7]1[CH:12]=[CH:11][C:10]([C:13]([CH3:18])([CH3:17])[C:14]([OH:16])=[O:15])=[CH:9][CH:8]=1)=[O:6].[CH3:19]O. The catalyst is Cl. The product is [Cl:1][CH2:2][CH2:3][CH2:4][C:5]([C:7]1[CH:12]=[CH:11][C:10]([C:13]([CH3:18])([CH3:17])[C:14]([O:16][CH3:19])=[O:15])=[CH:9][CH:8]=1)=[O:6]. The yield is 0.940.